Task: Predict the reaction yield, written as a fraction of the theoretical maximum amount of product (1.0 means a 100% yield; for example, 0.34 means a 34% yield).. Dataset: Reaction yield outcomes from USPTO patents with 853,638 reactions (1) The reactants are [N:1]1[C:10]2[C:5](=[CH:6][C:7]([CH2:11][N:12]3[C:16]4=[N:17][C:18]([C:21]5[CH:29]=[CH:28][C:24]([C:25](O)=[O:26])=[CH:23][CH:22]=5)=[CH:19][CH:20]=[C:15]4[N:14]=[N:13]3)=[CH:8][CH:9]=2)[CH:4]=[CH:3][CH:2]=1.CN(C=O)C.CCN=C=NCCCN(C)C.Cl.CN.[NH2:49][CH:50]1[CH2:55][CH2:54][O:53][CH2:52][CH2:51]1. The catalyst is O. The product is [N:1]1[C:10]2[C:5](=[CH:6][C:7]([CH2:11][N:12]3[C:16]4=[N:17][C:18]([C:21]5[CH:22]=[CH:23][C:24]([C:25]([NH:49][CH:50]6[CH2:55][CH2:54][O:53][CH2:52][CH2:51]6)=[O:26])=[CH:28][CH:29]=5)=[CH:19][CH:20]=[C:15]4[N:14]=[N:13]3)=[CH:8][CH:9]=2)[CH:4]=[CH:3][CH:2]=1. The yield is 0.200. (2) The reactants are [CH2:1]([N:8]1[CH2:13][CH2:12][C:11](=O)[CH2:10][CH2:9]1)[C:2]1[CH:7]=[CH:6][CH:5]=[CH:4][CH:3]=1.[NH2:15][C:16]1[CH:17]=[C:18]2[C:22](=[CH:23][CH:24]=1)[NH:21][N:20]=[CH:19]2.C(O)(=O)C.[OH-].[Na+]. The catalyst is ClCCCl. The product is [CH2:1]([N:8]1[CH2:13][CH2:12][CH:11]([NH:15][C:16]2[CH:17]=[C:18]3[C:22](=[CH:23][CH:24]=2)[NH:21][N:20]=[CH:19]3)[CH2:10][CH2:9]1)[C:2]1[CH:7]=[CH:6][CH:5]=[CH:4][CH:3]=1. The yield is 0.340. (3) The catalyst is C1COCC1. The product is [CH3:1][N:2]1[C:6]([C:7](=[N:14][O:15][CH2:16][C:17]2[N:22]=[C:21]([CH2:23][OH:24])[CH:20]=[CH:19][CH:18]=2)[C:8]2[CH:9]=[CH:10][CH:11]=[CH:12][CH:13]=2)=[N:5][N:4]=[N:3]1. The yield is 0.470. The reactants are [CH3:1][N:2]1[C:6]([C:7](=[N:14][O:15][CH2:16][C:17]2[N:22]=[C:21]([CH:23]=[O:24])[CH:20]=[CH:19][CH:18]=2)[C:8]2[CH:13]=[CH:12][CH:11]=[CH:10][CH:9]=2)=[N:5][N:4]=[N:3]1.C(O[BH-](OC(=O)C)OC(=O)C)(=O)C.[Na+].[OH-].[Na+].CCOC(C)=O. (4) The reactants are Cl[C:2]1[N:7]=[CH:6][C:5]([NH2:8])=[CH:4][C:3]=1[C:9]([F:12])([F:11])[F:10].[C:13]([O-:16])(O)=O.[Na+].[CH3:18]O. The catalyst is C1C=CC(P(C2C=CC=CC=2)[C-]2C=CC=C2)=CC=1.C1C=CC(P(C2C=CC=CC=2)[C-]2C=CC=C2)=CC=1.Cl[Pd]Cl.[Fe+2]. The product is [NH2:8][C:5]1[CH:4]=[C:3]([C:9]([F:12])([F:11])[F:10])[C:2]([C:13](=[O:16])[CH3:18])=[N:7][CH:6]=1. The yield is 0.491. (5) The reactants are [Li][CH2:2][CH2:3][CH2:4][CH3:5].CC1[O:8][CH:9]=[CH:10][CH:11]=1.C1[O:14]C1. The catalyst is C1COCC1. The product is [CH3:5][C:4]1[O:8][C:9]([CH2:10][CH2:11][OH:14])=[CH:2][CH:3]=1. The yield is 0.720. (6) The reactants are [N+:1]([CH2:4][C:5]([O:7]CC)=O)([O-:3])=[O:2].[CH3:10][C:11](=O)[CH2:12][C:13](=O)[CH3:14].[N:17]1C=CC=CC=1.C(O)(=O)C. The catalyst is [OH-].[NH4+]. The product is [CH3:10][C:11]1[CH:12]=[C:13]([CH3:14])[NH:17][C:5](=[O:7])[C:4]=1[N+:1]([O-:3])=[O:2]. The yield is 0.350. (7) The reactants are [NH2:1][CH:2]([CH2:24][C:25]1[CH:30]=[CH:29][CH:28]=[CH:27][CH:26]=1)[CH:3]([OH:23])[CH2:4][N:5]([CH2:19][CH:20]([CH3:22])[CH3:21])[S:6]([C:9]1[CH:18]=[CH:17][C:12]2[N:13]=[C:14]([NH2:16])[S:15][C:11]=2[CH:10]=1)(=[O:8])=[O:7].OC1C2N=NNC=2C=CC=1.C(Cl)CCl.[OH:45][CH2:46][C:47]([OH:49])=O.[C:50]([O:54][C:55](=[O:67])[NH:56][CH2:57][C:58]1[CH:63]=[C:62]([CH3:64])[C:61](C)=[C:60]([CH3:66])[CH:59]=1)([CH3:53])([CH3:52])[CH3:51]. The catalyst is ClCCl. The product is [C:50]([O:54][C:55](=[O:67])[NH:56][CH2:57][C:58]1[CH:59]=[C:60]([CH3:66])[C:61]([O:45][CH2:46][C:47](=[O:49])[NH:1][CH:2]([CH2:24][C:25]2[CH:26]=[CH:27][CH:28]=[CH:29][CH:30]=2)[CH:3]([OH:23])[CH2:4][N:5]([S:6]([C:9]2[CH:18]=[CH:17][C:12]3[N:13]=[C:14]([NH2:16])[S:15][C:11]=3[CH:10]=2)(=[O:7])=[O:8])[CH2:19][CH:20]([CH3:21])[CH3:22])=[C:62]([CH3:64])[CH:63]=1)([CH3:53])([CH3:52])[CH3:51]. The yield is 0.750.